Dataset: Peptide-MHC class II binding affinity with 134,281 pairs from IEDB. Task: Regression. Given a peptide amino acid sequence and an MHC pseudo amino acid sequence, predict their binding affinity value. This is MHC class II binding data. The peptide sequence is GWIISNIFGAIPVLG. The MHC is HLA-DQA10201-DQB10202 with pseudo-sequence HLA-DQA10201-DQB10202. The binding affinity (normalized) is 0.315.